From a dataset of Merck oncology drug combination screen with 23,052 pairs across 39 cell lines. Regression. Given two drug SMILES strings and cell line genomic features, predict the synergy score measuring deviation from expected non-interaction effect. Drug 1: O=C(O)C1(Cc2cccc(Nc3nccs3)n2)CCC(Oc2cccc(Cl)c2F)CC1. Drug 2: Cn1c(=O)n(-c2ccc(C(C)(C)C#N)cc2)c2c3cc(-c4cnc5ccccc5c4)ccc3ncc21. Cell line: NCIH520. Synergy scores: synergy=17.2.